This data is from NCI-60 drug combinations with 297,098 pairs across 59 cell lines. The task is: Regression. Given two drug SMILES strings and cell line genomic features, predict the synergy score measuring deviation from expected non-interaction effect. Synergy scores: CSS=27.2, Synergy_ZIP=-5.38, Synergy_Bliss=-3.33, Synergy_Loewe=-5.55, Synergy_HSA=-1.33. Cell line: SK-MEL-5. Drug 2: CN(CC1=CN=C2C(=N1)C(=NC(=N2)N)N)C3=CC=C(C=C3)C(=O)NC(CCC(=O)O)C(=O)O. Drug 1: CC1=C2C(C(=O)C3(C(CC4C(C3C(C(C2(C)C)(CC1OC(=O)C(C(C5=CC=CC=C5)NC(=O)OC(C)(C)C)O)O)OC(=O)C6=CC=CC=C6)(CO4)OC(=O)C)OC)C)OC.